This data is from Full USPTO retrosynthesis dataset with 1.9M reactions from patents (1976-2016). The task is: Predict the reactants needed to synthesize the given product. (1) Given the product [Cl:3][C:4]1[C:5]([C:17]([F:19])([F:18])[F:20])=[N:6][C:7]2[C:12]([N:13]=1)=[CH:11][C:10]([C:14]([O:16][C:21]([CH3:24])([CH3:23])[CH3:22])=[O:15])=[CH:9][CH:8]=2, predict the reactants needed to synthesize it. The reactants are: N#N.[Cl:3][C:4]1[C:5]([C:17]([F:20])([F:19])[F:18])=[N:6][C:7]2[C:12]([N:13]=1)=[CH:11][C:10]([C:14]([OH:16])=[O:15])=[CH:9][CH:8]=2.[C:21](OC(O[C:21]([CH3:24])([CH3:23])[CH3:22])N(C)C)([CH3:24])([CH3:23])[CH3:22]. (2) The reactants are: [F:1][C:2]1[C:7]([O:8][CH3:9])=[CH:6][C:5]([CH3:10])=[CH:4][C:3]=1[SH:11].CN(C=O)C.C([O-])([O-])=O.[K+].[K+].Cl[CH2:24][C:25](=[O:31])[CH2:26][C:27]([O:29][CH3:30])=[O:28]. Given the product [F:1][C:2]1[C:7]([O:8][CH3:9])=[CH:6][C:5]([CH3:10])=[CH:4][C:3]=1[S:11][CH2:24][C:25](=[O:31])[CH2:26][C:27]([O:29][CH3:30])=[O:28], predict the reactants needed to synthesize it. (3) Given the product [CH2:61]([C:25]1[CH:26]=[CH:27][C:28](/[C:2](/[CH3:42])=[CH:3]/[B:46]2[O:47][C:48]([CH3:50])([CH3:49])[C:44]([CH3:60])([CH3:43])[O:45]2)=[CH:23][CH:24]=1)[CH3:62], predict the reactants needed to synthesize it. The reactants are: C[C:2]1([CH3:42])[C:28]2[C:23](=[C:24](P(C3C=CC=CC=3)C3C=CC=CC=3)[CH:25]=[CH:26][CH:27]=2)OC2C(P(C3C=CC=CC=3)C3C=CC=CC=3)=CC=C[C:3]1=2.[CH3:43][C:44]1([CH3:60])[C:48]([CH3:50])([CH3:49])[O:47][B:46]([B:46]2[O:47][C:48]([CH3:50])([CH3:49])[C:44]([CH3:60])([CH3:43])[O:45]2)[O:45]1.[CH3:61][C:62](C)([O-])C.[Na+].C(C1C=CC(C#C)=CC=1)C.IC. (4) Given the product [CH3:9][O:10][C:11]1[CH:18]=[CH:17][C:14]([CH2:15][N:5]2[C:6](=[O:7])[CH2:8][N:2]([CH3:1])[C:3]2=[O:4])=[CH:13][CH:12]=1, predict the reactants needed to synthesize it. The reactants are: [CH3:1][N:2]1[CH2:8][C:6](=[O:7])[NH:5][C:3]1=[O:4].[CH3:9][O:10][C:11]1[CH:18]=[CH:17][C:14]([CH2:15]Cl)=[CH:13][CH:12]=1.C(=O)([O-])[O-].[Cs+].[Cs+]. (5) The reactants are: [Cl:1][C:2]1[CH:7]=[CH:6][CH:5]=[C:4]([N:8]2[CH2:13][CH2:12][N:11]([CH2:14][CH3:15])[CH2:10][CH2:9]2)[C:3]=1[CH2:16][S:17][C:18]1[N:23]=[C:22]([OH:24])[CH:21]=[C:20]([CH3:25])[N:19]=1.[ClH:26].O1CCOCC1. Given the product [ClH:1].[ClH:26].[Cl:1][C:2]1[CH:7]=[CH:6][CH:5]=[C:4]([N:8]2[CH2:9][CH2:10][N:11]([CH2:14][CH3:15])[CH2:12][CH2:13]2)[C:3]=1[CH2:16][S:17][C:18]1[N:23]=[C:22]([OH:24])[CH:21]=[C:20]([CH3:25])[N:19]=1, predict the reactants needed to synthesize it. (6) Given the product [Cl:1][C:2]1[C:7]([C:8]([NH2:10])=[O:9])=[C:6]([OH:11])[C:5]([NH:12][C:13]2[C:16](=[O:17])[C:15](=[O:18])[C:14]=2[NH:23][C:22]2[CH:24]=[CH:25][C:26]([F:28])=[CH:27][C:21]=2[Cl:20])=[CH:4][CH:3]=1, predict the reactants needed to synthesize it. The reactants are: [Cl:1][C:2]1[C:7]([C:8]([NH2:10])=[O:9])=[C:6]([OH:11])[C:5]([NH:12][C:13]2[C:16](=[O:17])[C:15](=[O:18])[C:14]=2Cl)=[CH:4][CH:3]=1.[Cl:20][C:21]1[CH:27]=[C:26]([F:28])[CH:25]=[CH:24][C:22]=1[NH2:23]. (7) The reactants are: [CH2:1]([C:3]1[N:4]([CH2:17][CH2:18][CH2:19][CH2:20][N:21]([CH:29]2[CH2:34][CH2:33][O:32][CH2:31][CH2:30]2)[C:22](=[O:28])[O:23][C:24]([CH3:27])([CH3:26])[CH3:25])[C:5]2[C:14]3[CH:13]=[CH:12][CH:11]=[CH:10][C:9]=3[N+:8]([O-])=[CH:7][C:6]=2[N:16]=1)[CH3:2].C1(C)C=CC(S(Cl)(=O)=O)=CC=1.[OH-].[NH4+:47]. Given the product [NH2:47][C:7]1[C:6]2[N:16]=[C:3]([CH2:1][CH3:2])[N:4]([CH2:17][CH2:18][CH2:19][CH2:20][N:21]([CH:29]3[CH2:30][CH2:31][O:32][CH2:33][CH2:34]3)[C:22](=[O:28])[O:23][C:24]([CH3:26])([CH3:25])[CH3:27])[C:5]=2[C:14]2[CH:13]=[CH:12][CH:11]=[CH:10][C:9]=2[N:8]=1, predict the reactants needed to synthesize it. (8) Given the product [F:9][C:3]1[CH:4]=[C:5]([CH3:8])[CH:6]=[CH:7][C:2]=1[C:17]([OH:20])([CH2:18][CH3:19])[CH2:16][CH3:15], predict the reactants needed to synthesize it. The reactants are: Br[C:2]1[CH:7]=[CH:6][C:5]([CH3:8])=[CH:4][C:3]=1[F:9].[Li]CCCC.[CH3:15][CH2:16][C:17](=[O:20])[CH2:18][CH3:19].